Task: Predict the reactants needed to synthesize the given product.. Dataset: Full USPTO retrosynthesis dataset with 1.9M reactions from patents (1976-2016) (1) Given the product [C:27]([C:24]1[CH:23]=[CH:22][C:21]([O:20][CH3:19])=[C:26]([C:2]2[C:7]([O:8][CH3:9])=[C:6]([CH:10]=[O:11])[CH:5]=[C:4]([C:12]([CH3:18])([CH3:17])[C:13]([O:15][CH3:16])=[O:14])[CH:3]=2)[CH:25]=1)#[N:28], predict the reactants needed to synthesize it. The reactants are: Br[C:2]1[CH:3]=[C:4]([C:12]([CH3:18])([CH3:17])[C:13]([O:15][CH3:16])=[O:14])[CH:5]=[C:6]([CH:10]=[O:11])[C:7]=1[O:8][CH3:9].[CH3:19][O:20][C:21]1[CH:26]=[CH:25][C:24]([C:27]#[N:28])=[CH:23][C:22]=1B(O)O.C(NC(C)C)(C)C. (2) Given the product [NH2:12][C:7]1[CH:8]=[CH:9][CH:10]=[C:11]2[C:6]=1[NH:5][CH:4]([C:15]([O:17][CH3:18])=[O:16])[CH2:3][CH2:2]2, predict the reactants needed to synthesize it. The reactants are: Cl[C:2]1[C:11]2[C:6](=[C:7]([N+:12]([O-])=O)[CH:8]=[CH:9][CH:10]=2)[N:5]=[C:4]([C:15]([O:17][CH3:18])=[O:16])[CH:3]=1. (3) Given the product [CH2:1]([O:8][C:9]1[CH:14]=[CH:13][C:12]([C:15]2[O:16][C:17]3[CH:22]=[C:21]([O:23][CH2:24][C@@H:25]([NH:27][C:38](=[O:40])[CH3:39])[CH3:26])[N:20]=[CH:19][C:18]=3[N:35]=2)=[CH:11][C:10]=1[F:36])[C:2]1[CH:7]=[CH:6][CH:5]=[CH:4][CH:3]=1, predict the reactants needed to synthesize it. The reactants are: [CH2:1]([O:8][C:9]1[CH:14]=[CH:13][C:12]([C:15]2[O:16][C:17]3[CH:22]=[C:21]([O:23][CH2:24][C@@H:25]([NH:27]C(=O)OC(C)(C)C)[CH3:26])[N:20]=[CH:19][C:18]=3[N:35]=2)=[CH:11][C:10]=1[F:36])[C:2]1[CH:7]=[CH:6][CH:5]=[CH:4][CH:3]=1.Cl.[C:38](OCC)(=[O:40])[CH3:39].